Dataset: Forward reaction prediction with 1.9M reactions from USPTO patents (1976-2016). Task: Predict the product of the given reaction. (1) The product is: [C:1]([O:6][C:7]1([CH3:17])[CH:8]2[CH2:16][CH:12]3[CH2:11][CH:10]([CH2:15][CH:14]1[CH2:13]3)[CH2:9]2)(=[O:5])[C:2]([CH3:4])=[CH2:3].[CH:18]12[CH2:24][CH:21]([CH2:22][CH2:23]1)[CH:20]=[CH:19]2.[C:28]1(=[O:29])[O:30][C:25](=[O:31])[CH:26]=[CH:27]1. Given the reactants [C:1]([O:6][C:7]1([CH3:17])[CH:14]2[CH2:15][CH:10]3[CH2:11][CH:12]([CH2:16][CH:8]1[CH2:9]3)[CH2:13]2)(=[O:5])[C:2]([CH3:4])=[CH2:3].[CH:18]12[CH2:24][CH:21]([CH2:22][CH2:23]1)[CH:20]=[CH:19]2.[C:25]1(=[O:31])[O:30][C:28](=[O:29])[CH:27]=[CH:26]1.N(C(C)(C)C#N)=NC(C)(C)C#N, predict the reaction product. (2) Given the reactants C([Li])CCC.[CH3:6][CH2:7][CH2:8][CH2:9][CH2:10]C.Br[C:13]1[CH:18]=[C:17]([Cl:19])[CH:16]=[CH:15][C:14]=1[Cl:20].B(F)(F)F.CC[O:27][CH2:28][CH3:29].[Cl-].[NH4+], predict the reaction product. The product is: [Cl:20][C:14]1[CH:15]=[CH:16][C:17]([Cl:19])=[CH:18][C:13]=1[CH:10]1[CH2:9][CH2:8][CH2:7][CH2:6][CH2:29][CH:28]1[OH:27]. (3) Given the reactants [C:1]([O:5][C:6]([N:8]1[C:17]2[C:12](=[CH:13][C:14]([O:18][CH2:19][CH2:20][CH2:21][CH2:22][CH2:23][CH2:24]Br)=[CH:15][CH:16]=2)[CH2:11][CH2:10][CH2:9]1)=[O:7])([CH3:4])([CH3:3])[CH3:2].[CH2:26]([NH:29][CH3:30])[CH:27]=[CH2:28], predict the reaction product. The product is: [C:1]([O:5][C:6]([N:8]1[C:17]2[C:12](=[CH:13][C:14]([O:18][CH2:19][CH2:20][CH2:21][CH2:22][CH2:23][CH2:24][N:29]([CH2:26][CH:27]=[CH2:28])[CH3:30])=[CH:15][CH:16]=2)[CH2:11][CH2:10][CH2:9]1)=[O:7])([CH3:4])([CH3:3])[CH3:2]. (4) Given the reactants [Cl:1][C:2]1[N:3]=[N:4][C:5](I)=[CH:6][CH:7]=1.[CH2:9]([N:13]1[CH:17]=[CH:16][N:15]=[N:14]1)[CH2:10][C:11]#[CH:12].C(N(CC)CC)C.ClCCl, predict the reaction product. The product is: [Cl:1][C:2]1[N:3]=[N:4][C:5]([C:12]#[C:11][CH2:10][CH2:9][N:13]2[CH:17]=[CH:16][N:15]=[N:14]2)=[CH:6][CH:7]=1.